From a dataset of Catalyst prediction with 721,799 reactions and 888 catalyst types from USPTO. Predict which catalyst facilitates the given reaction. (1) Reactant: [CH:1]1([C:4]2[NH:5][C:6]3[C:11]([CH:12]=2)=[CH:10][C:9]([N+:13]([O-])=O)=[CH:8][CH:7]=3)[CH2:3][CH2:2]1. Product: [CH:1]1([C:4]2[NH:5][C:6]3[C:11]([CH:12]=2)=[CH:10][C:9]([NH2:13])=[CH:8][CH:7]=3)[CH2:3][CH2:2]1. The catalyst class is: 94. (2) Reactant: C([O:3][C:4]([C:6]1[CH:11]=[CH:10][N:9]=[N:8][C:7]=1[CH3:12])=[O:5])C.[Li+].[OH-]. Product: [CH3:12][C:7]1[N:8]=[N:9][CH:10]=[CH:11][C:6]=1[C:4]([OH:5])=[O:3]. The catalyst class is: 1. (3) Reactant: [CH3:1][C:2]1[C:10]2[C:5](=[N:6][CH:7]=[N:8][C:9]=2[NH2:11])[NH:4][N:3]=1.[H-].[Na+].[Cl:14][C:15]1[C:16]([F:37])=[C:17]([CH:26]2[CH2:29][N:28]([C:30]([O:32][C:33]([CH3:36])([CH3:35])[CH3:34])=[O:31])[CH2:27]2)[C:18]([O:24][CH3:25])=[C:19]([CH:21](Cl)[CH3:22])[CH:20]=1. Product: [NH2:11][C:9]1[N:8]=[CH:7][N:6]=[C:5]2[N:4]([CH:21]([C:19]3[C:18]([O:24][CH3:25])=[C:17]([CH:26]4[CH2:27][N:28]([C:30]([O:32][C:33]([CH3:35])([CH3:34])[CH3:36])=[O:31])[CH2:29]4)[C:16]([F:37])=[C:15]([Cl:14])[CH:20]=3)[CH3:22])[N:3]=[C:2]([CH3:1])[C:10]=12. The catalyst class is: 9. (4) Reactant: [NH:1]1[C:9]2[C:4](=[CH:5][CH:6]=[CH:7][CH:8]=2)[C:3]([C:10]([OH:12])=O)=[CH:2]1.C(N1C=CN=C1)(N1C=CN=C1)=O.[Cl:25][C:26]1[CH:27]=[C:28]2[C:37](=[CH:38][CH:39]=1)[C:36]([NH:40][CH2:41][CH2:42][CH2:43][CH2:44][CH2:45][CH2:46][CH2:47][CH2:48][NH2:49])=[C:35]1[C:30]([CH2:31][CH2:32][CH2:33][CH2:34]1)=[N:29]2. Product: [Cl:25][C:26]1[CH:27]=[C:28]2[C:37](=[CH:38][CH:39]=1)[C:36]([NH:40][CH2:41][CH2:42][CH2:43][CH2:44][CH2:45][CH2:46][CH2:47][CH2:48][NH:49][C:10]([C:3]1[C:4]3[C:9](=[CH:8][CH:7]=[CH:6][CH:5]=3)[NH:1][CH:2]=1)=[O:12])=[C:35]1[C:30]([CH2:31][CH2:32][CH2:33][CH2:34]1)=[N:29]2. The catalyst class is: 1. (5) Reactant: [F:1][C:2]1[CH:7]=[CH:6][C:5]([C:8]#[C:9][C:10]2[N:14]3[CH:15]=[CH:16][CH:17]=[CH:18][C:13]3=[N:12][C:11]=2[CH2:19][O:20][C:21]2[CH:29]=[CH:28][CH:27]=[CH:26][C:22]=2[C:23](O)=[O:24])=[CH:4][CH:3]=1.C(Cl)(=O)C([Cl:33])=O. Product: [F:1][C:2]1[CH:7]=[CH:6][C:5]([C:8]#[C:9][C:10]2[N:14]3[CH:15]=[CH:16][CH:17]=[CH:18][C:13]3=[N:12][C:11]=2[CH2:19][O:20][C:21]2[CH:29]=[CH:28][CH:27]=[CH:26][C:22]=2[C:23]([Cl:33])=[O:24])=[CH:4][CH:3]=1. The catalyst class is: 120.